Dataset: Full USPTO retrosynthesis dataset with 1.9M reactions from patents (1976-2016). Task: Predict the reactants needed to synthesize the given product. (1) Given the product [CH3:1][O:2][C:3]([C:5]1[CH:15]=[C:14]([O:16][C:17]2[CH:22]=[CH:21][C:20]([C:23](=[O:24])[N:25]([CH3:28])[CH3:26])=[C:19]([F:41])[CH:18]=2)[C:8]2[CH2:9][C:10]([CH3:13])([CH3:12])[O:11][C:7]=2[CH:6]=1)=[O:4], predict the reactants needed to synthesize it. The reactants are: [CH3:1][O:2][C:3]([C:5]1[CH:15]=[C:14]([O:16][C:17]2[CH:22]=[CH:21][C:20]([C:23]([N:25]3[CH2:28]C[CH2:26]3)=[O:24])=[CH:19][CH:18]=2)[C:8]2[CH2:9][C:10]([CH3:13])([CH3:12])[O:11][C:7]=2[CH:6]=1)=[O:4].BrC1C=CC(C(N(C)C)=O)=C([F:41])C=1.COC(C1C=C(O)C2CC(C)(C)OC=2C=1)=O. (2) The reactants are: [F:1][C:2]1[C:7]([C:8]([F:11])([F:10])[F:9])=[CH:6][CH:5]=[CH:4][C:3]=1[CH2:12][C:13]1[N:14]=[C:15]2[S:22][C:21]([CH3:23])=[C:20]([CH2:24][OH:25])[N:16]2[C:17](=[O:19])[CH:18]=1. Given the product [F:1][C:2]1[C:7]([C:8]([F:10])([F:11])[F:9])=[CH:6][CH:5]=[CH:4][C:3]=1[CH2:12][C:13]1[N:14]=[C:15]2[S:22][C:21]([CH3:23])=[C:20]([CH:24]=[O:25])[N:16]2[C:17](=[O:19])[CH:18]=1, predict the reactants needed to synthesize it. (3) The reactants are: [CH3:1][C:2]1([NH:13][C:14]2[C:15]([C:30]([F:33])([F:32])[F:31])=[CH:16][C:17]3[O:28][CH2:27][C:20]4=[N:21][NH:22][C:23](=[O:26])[C@@H:24]([CH3:25])[N:19]4[C:18]=3[CH:29]=2)[CH2:5][N:4](C(OC(C)(C)C)=O)[CH2:3]1.[C:34]([OH:40])([C:36]([F:39])([F:38])[F:37])=[O:35]. Given the product [F:37][C:36]([F:39])([F:38])[C:34]([OH:40])=[O:35].[CH3:25][C@@H:24]1[C:23](=[O:26])[NH:22][N:21]=[C:20]2[CH2:27][O:28][C:17]3[CH:16]=[C:15]([C:30]([F:32])([F:31])[F:33])[C:14]([NH:13][C:2]4([CH3:1])[CH2:3][NH:4][CH2:5]4)=[CH:29][C:18]=3[N:19]12, predict the reactants needed to synthesize it. (4) Given the product [C:1]([O:5][C:6](=[O:19])[C:7]1[CH:12]=[CH:11][C:10]([NH:13][CH2:14][CH3:15])=[C:9]([N:16]=[C:39]2[N:38]([CH2:31][C:32]3[CH:33]=[CH:34][CH:35]=[CH:36][CH:37]=3)[C:42](=[O:43])[C:41](=[C:44]3[N:48]([CH3:49])[C:47]4[CH:50]=[CH:51][CH:52]=[CH:53][C:46]=4[S:45]3)[S:40]2)[CH:8]=1)([CH3:4])([CH3:3])[CH3:2], predict the reactants needed to synthesize it. The reactants are: [C:1]([O:5][C:6](=[O:19])[C:7]1[CH:12]=[CH:11][C:10]([NH:13][CH2:14][CH3:15])=[C:9]([N+:16]([O-])=O)[CH:8]=1)([CH3:4])([CH3:3])[CH3:2].C1(C)C=CC(S([O-])(=O)=O)=CC=1.[CH2:31]([N:38]1[C:42](=[O:43])[C:41](=[C:44]2[N:48]([CH3:49])[C:47]3[CH:50]=[CH:51][CH:52]=[CH:53][C:46]=3[S:45]2)[S:40][CH2+:39]1SC)[C:32]1[CH:37]=[CH:36][CH:35]=[CH:34][CH:33]=1.